Dataset: Catalyst prediction with 721,799 reactions and 888 catalyst types from USPTO. Task: Predict which catalyst facilitates the given reaction. (1) Reactant: [NH:1]1[CH2:6][CH2:5][CH:4]([C@H:7]2[CH2:9][C@H:8]2[CH2:10][CH2:11][OH:12])[CH2:3][CH2:2]1.Cl[C:14]1[N:19]=[CH:18][C:17]([C:20]([OH:23])([CH3:22])[CH3:21])=[CH:16][N:15]=1.C(=O)([O-])[O-].[Cs+].[Cs+]. Product: [OH:12][CH2:11][CH2:10][C@@H:8]1[CH2:9][C@@H:7]1[CH:4]1[CH2:5][CH2:6][N:1]([C:14]2[N:19]=[CH:18][C:17]([C:20]([OH:23])([CH3:22])[CH3:21])=[CH:16][N:15]=2)[CH2:2][CH2:3]1. The catalyst class is: 173. (2) Reactant: C([O:8][C:9]1[CH:10]=[C:11]2[C:16](=[CH:17][CH:18]=1)[CH:15]([C:19]1[CH:24]=[CH:23][C:22]([O:25][CH2:26][CH2:27][N:28]3[CH2:32][CH2:31][CH2:30][CH2:29]3)=[CH:21][CH:20]=1)[N:14]([C:33]([C:35]1[CH:40]=[CH:39][CH:38]=[CH:37][CH:36]=1)=[O:34])[CH2:13][CH2:12]2)C1C=CC=CC=1.C([O-])=O.[NH4+]. Product: [OH:8][C:9]1[CH:10]=[C:11]2[C:16](=[CH:17][CH:18]=1)[CH:15]([C:19]1[CH:20]=[CH:21][C:22]([O:25][CH2:26][CH2:27][N:28]3[CH2:29][CH2:30][CH2:31][CH2:32]3)=[CH:23][CH:24]=1)[N:14]([C:33]([C:35]1[CH:36]=[CH:37][CH:38]=[CH:39][CH:40]=1)=[O:34])[CH2:13][CH2:12]2. The catalyst class is: 105. (3) Reactant: [CH2:1]([O:8][CH2:9][CH2:10][CH2:11][N:12]([CH:21]1[CH:30]([S:31]([C:34]2[CH:39]=[CH:38][C:37]([Cl:40])=[CH:36][CH:35]=2)(=[O:33])=[O:32])[C:29]2[C:24](=[C:25]([F:42])[CH:26]=[CH:27][C:28]=2[F:41])[O:23][CH2:22]1)[CH2:13][CH2:14][CH2:15]OS(C)(=O)=O)[C:2]1[CH:7]=[CH:6][CH:5]=[CH:4][CH:3]=1.CC(C)([O-])C.[K+]. Product: [CH2:1]([O:8][CH2:9][CH2:10][CH2:11][N:12]1[CH:21]2[C:30]([S:31]([C:34]3[CH:35]=[CH:36][C:37]([Cl:40])=[CH:38][CH:39]=3)(=[O:33])=[O:32])([C:29]3[C:24]([O:23][CH2:22]2)=[C:25]([F:42])[CH:26]=[CH:27][C:28]=3[F:41])[CH2:15][CH2:14][CH2:13]1)[C:2]1[CH:3]=[CH:4][CH:5]=[CH:6][CH:7]=1. The catalyst class is: 1.